Dataset: Catalyst prediction with 721,799 reactions and 888 catalyst types from USPTO. Task: Predict which catalyst facilitates the given reaction. (1) Reactant: [Cl:1][C:2]1[CH:7]=[CH:6][C:5]([C@:8]2([O:17][C@H:16]([CH2:18][OH:19])[C@@H:14]([OH:15])[C@H:12]([OH:13])[C@H:10]2[OH:11])[OH:9])=[CH:4][C:3]=1[CH2:20][C:21]1[CH:26]=[CH:25][C:24]([O:27][CH:28]2[CH2:32][CH2:31][CH2:30][C:29]2=[O:33])=[CH:23][CH:22]=1. Product: [Cl:1][C:2]1[CH:7]=[CH:6][C:5]([C@:8]2([O:17][C@H:16]([CH2:18][OH:19])[C@@H:14]([OH:15])[C@H:12]([OH:13])[C@H:10]2[OH:11])[OH:9])=[CH:4][C:3]=1[CH2:20][C:21]1[CH:26]=[CH:25][C:24]([O:27][C@@H:28]2[CH2:32][CH2:31][CH2:30][C@@H:29]2[OH:33])=[CH:23][CH:22]=1. The catalyst class is: 217. (2) Reactant: C(OC([N:8]1[CH2:12][C:11]([F:14])([F:13])[CH2:10][C@H:9]1[CH:15]([CH3:20])[CH2:16][C:17]([OH:19])=[O:18])=O)(C)(C)C.[ClH:21]. Product: [ClH:21].[F:14][C:11]1([F:13])[CH2:12][NH:8][C@H:9]([CH:15]([CH3:20])[CH2:16][C:17]([OH:19])=[O:18])[CH2:10]1. The catalyst class is: 25.